From a dataset of Forward reaction prediction with 1.9M reactions from USPTO patents (1976-2016). Predict the product of the given reaction. Given the reactants [Cl:1][C:2]1[N:7]=[C:6]([CH2:8][C:9]2[CH:14]=[CH:13][C:12]([NH:15][C:16](=[O:27])[C:17]3[CH:22]=[CH:21][C:20]([C:23]([F:26])([F:25])[F:24])=[CH:19][CH:18]=3)=[CH:11][CH:10]=2)[N:5]2[CH:28]=[CH:29][N:30]=[C:4]2[C:3]=1[CH2:31][C:32]([O:34]C)=[O:33].Cl, predict the reaction product. The product is: [Cl:1][C:2]1[N:7]=[C:6]([CH2:8][C:9]2[CH:14]=[CH:13][C:12]([NH:15][C:16](=[O:27])[C:17]3[CH:18]=[CH:19][C:20]([C:23]([F:26])([F:24])[F:25])=[CH:21][CH:22]=3)=[CH:11][CH:10]=2)[N:5]2[CH:28]=[CH:29][N:30]=[C:4]2[C:3]=1[CH2:31][C:32]([OH:34])=[O:33].